This data is from TCR-epitope binding with 47,182 pairs between 192 epitopes and 23,139 TCRs. The task is: Binary Classification. Given a T-cell receptor sequence (or CDR3 region) and an epitope sequence, predict whether binding occurs between them. (1) The epitope is RAKFKQLL. The TCR CDR3 sequence is CASSLGHGEQYF. Result: 1 (the TCR binds to the epitope). (2) The epitope is GPGHKARVL. The TCR CDR3 sequence is CASSLQGDYNSPLHF. Result: 0 (the TCR does not bind to the epitope).